This data is from Reaction yield outcomes from USPTO patents with 853,638 reactions. The task is: Predict the reaction yield, written as a fraction of the theoretical maximum amount of product (1.0 means a 100% yield; for example, 0.34 means a 34% yield). (1) The reactants are [OH:1][CH2:2][CH:3]1[CH2:8][CH2:7][N:6]([C:9]([O:11][C:12]([CH3:15])([CH3:14])[CH3:13])=[O:10])[CH2:5][CH2:4]1.[C:16]1(O)[CH:21]=[CH:20][CH:19]=[CH:18][CH:17]=1.C1(P(C2C=CC=CC=2)C2C=CC=CC=2)C=CC=CC=1.C(OC(N=NC(OC(C)(C)C)=O)=O)(C)(C)C. The catalyst is C1COCC1. The product is [O:1]([CH2:2][CH:3]1[CH2:8][CH2:7][N:6]([C:9]([O:11][C:12]([CH3:15])([CH3:14])[CH3:13])=[O:10])[CH2:5][CH2:4]1)[C:16]1[CH:21]=[CH:20][CH:19]=[CH:18][CH:17]=1. The yield is 0.710. (2) The reactants are [CH3:1][C:2]([F:7])([CH3:6])[C:3](=[O:5])[CH3:4].[Br-:8].[Br-:9].[Br-].[NH+]1C=CC=CC=1.[NH+]1C=CC=CC=1.[NH+]1C=CC=CC=1. The catalyst is ClCCl. The product is [Br:8][CH:4]([Br:9])[C:3](=[O:5])[C:2]([F:7])([CH3:6])[CH3:1]. The yield is 0.720. (3) The reactants are [F:1][C:2]1[CH:3]=[CH:4][C:5]([CH2:8][O:9][C:10]2[CH:15]=[CH:14][N:13]([C:16]3[CH:21]=[CH:20][C:19]4[C:22]5[CH2:27][CH2:26][NH:25][CH2:24][C:23]=5[S:28][C:18]=4[CH:17]=3)[C:12](=[O:29])[CH:11]=2)=[N:6][CH:7]=1.C=O.[BH-](OC(C)=O)(OC(C)=O)O[C:34](C)=O.[Na+].C([O-])(O)=O.[Na+].C(Cl)[Cl:52]. The catalyst is CO. The product is [ClH:52].[F:1][C:2]1[CH:3]=[CH:4][C:5]([CH2:8][O:9][C:10]2[CH:15]=[CH:14][N:13]([C:16]3[CH:21]=[CH:20][C:19]4[C:22]5[CH2:27][CH2:26][N:25]([CH3:34])[CH2:24][C:23]=5[S:28][C:18]=4[CH:17]=3)[C:12](=[O:29])[CH:11]=2)=[N:6][CH:7]=1. The yield is 0.750. (4) The reactants are C([NH:8][CH:9]([C:16]([O:21][CH3:22])([O:19][CH3:20])[CH2:17][F:18])[CH2:10][C:11]([O:13][CH2:14][CH3:15])=[O:12])C1C=CC=CC=1. The catalyst is CO.[Pd]. The product is [NH2:8][CH:9]([C:16]([O:21][CH3:22])([O:19][CH3:20])[CH2:17][F:18])[CH2:10][C:11]([O:13][CH2:14][CH3:15])=[O:12]. The yield is 0.940. (5) The reactants are [BH4-].[Na+].[Cl:3][C:4]1[CH:27]=[CH:26][C:7]([C:8]([C:10]2[CH:11]=[C:12]3[C:17](=[CH:18][CH:19]=2)[NH:16][C:15](=[O:20])[CH:14]=[C:13]3[N:21]2[CH:25]=[CH:24][N:23]=[CH:22]2)=[O:9])=[CH:6][CH:5]=1.O. The catalyst is CO.C1COCC1. The product is [Cl:3][C:4]1[CH:27]=[CH:26][C:7]([CH:8]([OH:9])[C:10]2[CH:11]=[C:12]3[C:17](=[CH:18][CH:19]=2)[NH:16][C:15](=[O:20])[CH:14]=[C:13]3[N:21]2[CH:25]=[CH:24][N:23]=[CH:22]2)=[CH:6][CH:5]=1. The yield is 0.850. (6) The reactants are [CH2:1]([N:8]1[C@@H:16]2[C@@:11]([C:18]3[CH:23]=[CH:22][C:21]([O:24][CH3:25])=[C:20]([O:26][CH3:27])[CH:19]=3)([CH2:12][CH2:13][C@@H:14]([NH2:17])[CH2:15]2)[CH2:10][CH2:9]1)[C:2]1[CH:7]=[CH:6][CH:5]=[CH:4][CH:3]=1.[C:28](=[O:31])(O)[O-:29].[Na+]. The catalyst is CO. The product is [CH2:1]([N:8]1[C@@H:16]2[C@@:11]([C:18]3[CH:23]=[CH:22][C:21]([O:24][CH3:25])=[C:20]([O:26][CH3:27])[CH:19]=3)([CH2:12][CH2:13][C@@H:14]([NH:17][C:28](=[O:31])[O:29][C:2]([CH3:7])([CH3:3])[CH3:1])[CH2:15]2)[CH2:10][CH2:9]1)[C:2]1[CH:7]=[CH:6][CH:5]=[CH:4][CH:3]=1. The yield is 0.870.